From a dataset of TCR-epitope binding with 47,182 pairs between 192 epitopes and 23,139 TCRs. Binary Classification. Given a T-cell receptor sequence (or CDR3 region) and an epitope sequence, predict whether binding occurs between them. (1) The TCR CDR3 sequence is CANSSVNEQFF. Result: 1 (the TCR binds to the epitope). The epitope is NLVPMVATV. (2) The epitope is RTLNAWVKV. The TCR CDR3 sequence is CASSPKLAGGPSYEQYF. Result: 0 (the TCR does not bind to the epitope). (3) The epitope is FIAGLIAIV. The TCR CDR3 sequence is CASSLPSGIQETQYF. Result: 1 (the TCR binds to the epitope). (4) The epitope is FVDGVPFVV. The TCR CDR3 sequence is CSVRRGAGTEAFF. Result: 1 (the TCR binds to the epitope). (5) The epitope is KLPDDFTGCV. The TCR CDR3 sequence is CASSQDFVSASYEQYF. Result: 1 (the TCR binds to the epitope). (6) The epitope is MPASWVMRI. The TCR CDR3 sequence is CASSSGTSNNEQFF. Result: 1 (the TCR binds to the epitope). (7) The epitope is ITEEVGHTDLMAAY. The TCR CDR3 sequence is CASSLTGDGPDTQYF. Result: 0 (the TCR does not bind to the epitope). (8) The epitope is ELAGIGILTV. The TCR CDR3 sequence is CASSLGGTESYEQYF. Result: 1 (the TCR binds to the epitope). (9) The epitope is PROT_97E67BCC. The TCR CDR3 sequence is CASSALSARTDTQYF. Result: 1 (the TCR binds to the epitope). (10) The epitope is TPGPGVRYPL. The TCR CDR3 sequence is CASIPDRNTGELFF. Result: 0 (the TCR does not bind to the epitope).